From a dataset of NCI-60 drug combinations with 297,098 pairs across 59 cell lines. Regression. Given two drug SMILES strings and cell line genomic features, predict the synergy score measuring deviation from expected non-interaction effect. (1) Drug 1: CCCS(=O)(=O)NC1=C(C(=C(C=C1)F)C(=O)C2=CNC3=C2C=C(C=N3)C4=CC=C(C=C4)Cl)F. Drug 2: C1CCC(C1)C(CC#N)N2C=C(C=N2)C3=C4C=CNC4=NC=N3. Cell line: OVCAR3. Synergy scores: CSS=-0.832, Synergy_ZIP=2.57, Synergy_Bliss=4.43, Synergy_Loewe=-1.82, Synergy_HSA=-0.504. (2) Drug 1: C1=CC(=CC=C1CCCC(=O)O)N(CCCl)CCCl. Synergy scores: CSS=11.4, Synergy_ZIP=7.87, Synergy_Bliss=8.18, Synergy_Loewe=4.61, Synergy_HSA=5.79. Cell line: M14. Drug 2: C1C(C(OC1N2C=NC(=NC2=O)N)CO)O. (3) Drug 1: C(=O)(N)NO. Drug 2: CC12CCC3C(C1CCC2OP(=O)(O)O)CCC4=C3C=CC(=C4)OC(=O)N(CCCl)CCCl.[Na+]. Cell line: M14. Synergy scores: CSS=2.79, Synergy_ZIP=-1.98, Synergy_Bliss=-6.63, Synergy_Loewe=-7.28, Synergy_HSA=-6.83.